This data is from Experimentally validated miRNA-target interactions with 360,000+ pairs, plus equal number of negative samples. The task is: Binary Classification. Given a miRNA mature sequence and a target amino acid sequence, predict their likelihood of interaction. The miRNA is cel-miR-358-3p with sequence AUUGGUAUCCCUGUCAAGGUCU. The protein sequence of the target gene is MKMLLLLHCLGVFLSCSGHIQDEHPQYHSPPDVVIPVRITGTTRGMTPPGWLSYILPFGGQKHIIHIKVKKLLFSKHLPVFTYTDQGAILEDQPFVQNNCYYHGYVEGDPESLVSLSTCFGGFQGILQINDFAYEIKPLAFSTTFEHLVYKMDSEEKQFSTMRSGFMQNEITCRMEFEEIDNSTQKQSSYVGWWIHFRIVEIVVVIDNYLYIRYERNDSKLLEDLYVIVNIVDSILDVIGVKVLLFGLEIWTNKNLIVVDDVRKSVHLYCKWKSENITPRMQHDTSHLFTTLGLRGLSGI.... Result: 0 (no interaction).